Dataset: Catalyst prediction with 721,799 reactions and 888 catalyst types from USPTO. Task: Predict which catalyst facilitates the given reaction. Reactant: [NH2:1][C:2]1[N:7]=[C:6]([O:8][CH2:9][C:10]2[C:15]([CH3:16])=[CH:14][C:13]([CH3:17])=[CH:12][N:11]=2)[C:5]([C:18]#[N:19])=[C:4]([C:20]2[O:21][CH:22]=[CH:23][CH:24]=2)[N:3]=1.[Cl:25]N1C(=O)CCC1=O. Product: [NH2:1][C:2]1[N:3]=[C:4]([C:20]2[O:21][C:22]([Cl:25])=[CH:23][CH:24]=2)[C:5]([C:18]#[N:19])=[C:6]([O:8][CH2:9][C:10]2[C:15]([CH3:16])=[CH:14][C:13]([CH3:17])=[CH:12][N:11]=2)[N:7]=1. The catalyst class is: 3.